Task: Predict the reactants needed to synthesize the given product.. Dataset: Full USPTO retrosynthesis dataset with 1.9M reactions from patents (1976-2016) (1) Given the product [Br:11][C:8]1[CH:9]=[CH:10][C:2]2[N:1]=[C:13]3[CH2:14][CH2:15][CH2:16][N:12]3[C:4](=[O:6])[C:3]=2[CH:7]=1, predict the reactants needed to synthesize it. The reactants are: [NH2:1][C:2]1[CH:10]=[CH:9][C:8]([Br:11])=[CH:7][C:3]=1[C:4]([OH:6])=O.[NH2:12][CH2:13][CH2:14][CH2:15][C:16](O)=O.P(P(=O)(O)O)(=O)=O. (2) Given the product [CH3:17][O:18][C:19](=[O:30])[CH2:20][CH2:21][C:10]1[CH:11]=[CH:6][C:7]([CH:13]2[CH2:14][CH2:15]2)=[C:8]([OH:12])[CH:9]=1, predict the reactants needed to synthesize it. The reactants are: COC(=O)CC[C:6]1[CH:11]=[CH:10][CH:9]=[C:8]([OH:12])[C:7]=1[CH:13]1[CH2:15][CH2:14]1.[CH3:17][O:18][C:19](=[O:30])[CH2:20][CH2:21]C1C=CC=C(O)C=1Br. (3) Given the product [Br:16][C:17]1[CH:22]=[CH:21][C:20]([S:23]([NH:35][C@@H:33]([CH3:34])[C:32]([F:37])([F:36])[F:31])(=[O:25])=[O:24])=[CH:19][C:18]=1[C:27]([F:30])([F:29])[F:28], predict the reactants needed to synthesize it. The reactants are: BrC1C=CC(S(Cl)(=O)=O)=C(F)C=1C(F)F.[Br:16][C:17]1[CH:22]=[CH:21][C:20]([S:23](Cl)(=[O:25])=[O:24])=[CH:19][C:18]=1[C:27]([F:30])([F:29])[F:28].[F:31][C:32]([F:37])([F:36])[C@@H:33]([NH2:35])[CH3:34]. (4) The reactants are: Br[C:2]1[CH:3]=[N:4][CH:5]=[C:6]2[C:11]=1[N:10]=[C:9]([C:12]([NH:14][CH2:15][C:16]1[CH:21]=[CH:20][N:19]=[CH:18][CH:17]=1)=[O:13])[CH:8]=[CH:7]2.[CH3:22][O:23][C:24]1[CH:25]=[C:26](B(O)O)[CH:27]=[CH:28][CH:29]=1.C(=O)([O-])[O-].[Cs+].[Cs+]. Given the product [CH3:22][O:23][C:24]1[CH:29]=[C:28]([C:2]2[CH:3]=[N:4][CH:5]=[C:6]3[C:11]=2[N:10]=[C:9]([C:12]([NH:14][CH2:15][C:16]2[CH:21]=[CH:20][N:19]=[CH:18][CH:17]=2)=[O:13])[CH:8]=[CH:7]3)[CH:27]=[CH:26][CH:25]=1, predict the reactants needed to synthesize it. (5) Given the product [CH3:21][N:19]([CH3:20])[CH2:18][CH2:17][CH2:16][C:15]#[C:14][C:11]1[CH:10]=[N:9][C:8]([NH2:7])=[N:13][CH:12]=1, predict the reactants needed to synthesize it. The reactants are: C(OC(=O)[NH:7][C:8]1[N:13]=[CH:12][C:11]([C:14]#[C:15][CH2:16][CH2:17][CH2:18][N:19]([CH3:21])[CH3:20])=[CH:10][N:9]=1)(C)(C)C.C(O)(C(F)(F)F)=O. (6) Given the product [C:11]([O:15][C:16]([N:18]1[CH2:19][CH:20]=[C:21]([C:6]2[C:5]3[C:9](=[CH:10][C:2]([Br:1])=[CH:3][CH:4]=3)[NH:8][CH:7]=2)[CH2:22][CH2:23]1)=[O:17])([CH3:14])([CH3:12])[CH3:13], predict the reactants needed to synthesize it. The reactants are: [Br:1][C:2]1[CH:10]=[C:9]2[C:5]([CH:6]=[CH:7][NH:8]2)=[CH:4][CH:3]=1.[C:11]([O:15][C:16]([N:18]1[CH2:23][CH2:22][C:21](=O)[CH2:20][CH2:19]1)=[O:17])([CH3:14])([CH3:13])[CH3:12].N1CCCC1. (7) Given the product [CH3:36][O:35][N:34]([CH3:33])[C:17]([CH:4]1[CH2:3][C:2](=[O:1])[N:6]([C:7]2[CH:12]=[CH:11][CH:10]=[C:9]([C:13]([F:14])([F:15])[F:16])[CH:8]=2)[CH2:5]1)=[O:19], predict the reactants needed to synthesize it. The reactants are: [O:1]=[C:2]1[N:6]([C:7]2[CH:12]=[CH:11][CH:10]=[C:9]([C:13]([F:16])([F:15])[F:14])[CH:8]=2)[CH2:5][CH:4]([C:17]([OH:19])=O)[CH2:3]1.C(N1C=CN=C1)(N1C=CN=C1)=O.Cl.[CH3:33][NH:34][O:35][CH3:36].C(N(CC)CC)C.